Dataset: Reaction yield outcomes from USPTO patents with 853,638 reactions. Task: Predict the reaction yield, written as a fraction of the theoretical maximum amount of product (1.0 means a 100% yield; for example, 0.34 means a 34% yield). (1) The reactants are [CH3:1][O:2][C:3]1[CH:9]=[C:8]([O:10][CH3:11])[C:7]([N+:12]([O-:14])=[O:13])=[CH:6][C:4]=1[NH2:5].[CH3:15][O:16]C1C=C(OC)C([N+]([O-])=O)=CC=1[N+]([O-])=O.C(Cl)(Cl)=O. The product is [N:5]([C:4]1[CH:6]=[C:7]([N+:12]([O-:14])=[O:13])[C:8]([O:10][CH3:11])=[CH:9][C:3]=1[O:2][CH3:1])=[C:15]=[O:16]. The yield is 0.800. The catalyst is CCOC(C)=O. (2) The reactants are [CH:1]([C:3]1[CH:30]=[CH:29][C:6]([O:7][CH2:8][C:9]2[N:10]=[C:11]([C:15]3[CH:16]=[CH:17][C:18]([O:24][S:25]([CH3:28])(=[O:27])=[O:26])=[C:19]([CH:23]=3)[C:20]([O-:22])=[O:21])[O:12][C:13]=2[CH3:14])=[C:5]([O:31][CH3:32])[CH:4]=1)=[O:2].[CH2:33](O)C.[BH4-].[Na+].Cl. The catalyst is O1CCCC1. The product is [OH:2][CH2:1][C:3]1[CH:30]=[CH:29][C:6]([O:7][CH2:8][C:9]2[N:10]=[C:11]([C:15]3[CH:16]=[CH:17][C:18]([O:24][S:25]([CH3:28])(=[O:27])=[O:26])=[C:19]([CH:23]=3)[C:20]([O:22][CH3:33])=[O:21])[O:12][C:13]=2[CH3:14])=[C:5]([O:31][CH3:32])[CH:4]=1. The yield is 0.700. (3) The reactants are [BH4-].[Li+].C[O:4][C:5](=O)[C:6]1[C:7](=[CH:15][CH:16]=[CH:17][C:18]=1[CH2:19][N:20]([C:22]([O:24][C:25]([CH3:28])([CH3:27])[CH3:26])=[O:23])[CH3:21])[C:8]([N:10]([CH2:13][CH3:14])[CH2:11][CH3:12])=[O:9]. The catalyst is CCOCC.C1COCC1. The product is [C:25]([O:24][C:22](=[O:23])[N:20]([CH2:19][C:18]1[CH:17]=[CH:16][CH:15]=[C:7]([C:8](=[O:9])[N:10]([CH2:13][CH3:14])[CH2:11][CH3:12])[C:6]=1[CH2:5][OH:4])[CH3:21])([CH3:27])([CH3:28])[CH3:26]. The yield is 0.960.